Dataset: Full USPTO retrosynthesis dataset with 1.9M reactions from patents (1976-2016). Task: Predict the reactants needed to synthesize the given product. (1) Given the product [CH2:15]([O:22][C:23]1[C:28]([CH3:29])=[C:27]([CH3:30])[C:26]([NH:7][CH2:1][CH2:2][CH2:3][CH2:4][CH2:5][CH3:6])=[N:25][C:24]=1[CH3:32])[C:16]1[CH:21]=[CH:20][CH:19]=[CH:18][CH:17]=1, predict the reactants needed to synthesize it. The reactants are: [CH2:1]([NH2:7])[CH2:2][CH2:3][CH2:4][CH2:5][CH3:6].C1(C)C=CC=CC=1.[CH2:15]([O:22][C:23]1[C:24]([CH3:32])=[N:25][C:26](Br)=[C:27]([CH3:30])[C:28]=1[CH3:29])[C:16]1[CH:21]=[CH:20][CH:19]=[CH:18][CH:17]=1.CC([O-])(C)C.[Na+]. (2) Given the product [CH3:3][C:4]1([C:9]2[S:13][C:12]([CH2:14][N:15]3[CH:19]=[C:18]([NH2:20])[CH:17]=[N:16]3)=[N:11][CH:10]=2)[O:8][CH2:7][CH2:6][O:5]1, predict the reactants needed to synthesize it. The reactants are: N#N.[CH3:3][C:4]1([C:9]2[S:13][C:12]([CH2:14][N:15]3[CH:19]=[C:18]([N+:20]([O-])=O)[CH:17]=[N:16]3)=[N:11][CH:10]=2)[O:8][CH2:7][CH2:6][O:5]1.[NH4+].[Cl-]. (3) The reactants are: [Br:1][C:2]1[C:14]([CH3:15])=[CH:13][C:5]([C:6](/[N:8]=[CH:9]/[N:10](C)C)=O)=[CH:4][C:3]=1[CH3:16].O.[NH2:18]N. Given the product [Br:1][C:2]1[C:14]([CH3:15])=[CH:13][C:5]([C:6]2[N:8]=[CH:9][NH:10][N:18]=2)=[CH:4][C:3]=1[CH3:16], predict the reactants needed to synthesize it. (4) Given the product [Si:25]([O:32][CH2:33][CH2:34][S:35]([CH2:36][C:37]1[CH:42]=[CH:41][N:40]=[C:39]([NH:43][C:44]2[CH:49]=[C:48]([C:50]3[CH:55]=[CH:54][C:53]([F:56])=[CH:52][C:51]=3[O:57][CH3:58])[C:47]([F:59])=[CH:46][N:45]=2)[CH:38]=1)=[N:5][C:3](=[O:4])[C:2]([F:7])([F:6])[F:1])([C:28]([CH3:31])([CH3:30])[CH3:29])([CH3:27])[CH3:26], predict the reactants needed to synthesize it. The reactants are: [F:1][C:2]([F:7])([F:6])[C:3]([NH2:5])=[O:4].CC(C)([O-])C.[Na+].BrN1C(C)(C)C(=O)N(Br)C1=O.[Si:25]([O:32][CH2:33][CH2:34][S:35][CH2:36][C:37]1[CH:42]=[CH:41][N:40]=[C:39]([NH:43][C:44]2[CH:49]=[C:48]([C:50]3[CH:55]=[CH:54][C:53]([F:56])=[CH:52][C:51]=3[O:57][CH3:58])[C:47]([F:59])=[CH:46][N:45]=2)[CH:38]=1)([C:28]([CH3:31])([CH3:30])[CH3:29])([CH3:27])[CH3:26].S([O-])([O-])=O.[Na+].[Na+]. (5) Given the product [ClH:46].[NH2:31][C:29]1[C:28](=[O:39])[N:27]([CH:40]2[CH2:44][CH2:43][CH2:42][CH2:41]2)[C:25]2[N:26]=[C:21]([NH:20][C:17]3[CH:18]=[CH:19][C:14]([N:11]4[CH2:12][CH2:13][NH:8][CH2:9][CH2:10]4)=[CH:15][N:16]=3)[N:22]=[CH:23][C:24]=2[CH:30]=1, predict the reactants needed to synthesize it. The reactants are: C(OC([N:8]1[CH2:13][CH2:12][N:11]([C:14]2[CH:15]=[N:16][C:17]([NH:20][C:21]3[N:22]=[CH:23][C:24]4[CH:30]=[C:29]([NH:31]C(OC(C)(C)C)=O)[C:28](=[O:39])[N:27]([CH:40]5[CH2:44][CH2:43][CH2:42][CH2:41]5)[C:25]=4[N:26]=3)=[CH:18][CH:19]=2)[CH2:10][CH2:9]1)=O)(C)(C)C.C(Cl)(Cl)[Cl:46].CO. (6) Given the product [C:1]1([C:7]2[N:11]=[C:10]([N:12]3[CH2:17][CH2:16][N:15]([C:35]([NH:34][C:29]4[CH:30]=[CH:31][CH:32]=[CH:33][C:28]=4[C:27]([O:26][CH3:25])=[O:37])=[O:36])[CH2:14][CH2:13]3)[S:9][N:8]=2)[CH:2]=[CH:3][CH:4]=[CH:5][CH:6]=1, predict the reactants needed to synthesize it. The reactants are: [C:1]1([C:7]2[N:11]=[C:10]([N:12]3[CH2:17][CH2:16][NH:15][CH2:14][CH2:13]3)[S:9][N:8]=2)[CH:6]=[CH:5][CH:4]=[CH:3][CH:2]=1.C(N(CC)CC)C.[CH3:25][O:26][C:27](=[O:37])[C:28]1[CH:33]=[CH:32][CH:31]=[CH:30][C:29]=1[N:34]=[C:35]=[O:36]. (7) The reactants are: C([Cl:4])(=O)C.[O:5]=[C:6]([C:16]1[CH:21]=[CH:20][N:19]=[CH:18][CH:17]=1)[CH2:7][NH:8]C(=O)OC(C)(C)C. Given the product [Cl-:4].[Cl-:4].[NH3+:8][CH2:7][C:6]([C:16]1[CH:21]=[CH:20][NH+:19]=[CH:18][CH:17]=1)=[O:5], predict the reactants needed to synthesize it. (8) Given the product [CH3:30][C:29]1[CH:31]=[CH:32][C:26]([S:23]([O:1][CH2:2][CH2:3][N:4]2[CH:8]=[C:7]([CH2:9][NH:10][C:11](=[O:21])[CH2:12][N:13]3[CH:17]=[CH:16][N:15]=[C:14]3[N+:18]([O-:20])=[O:19])[N:6]=[N:5]2)(=[O:24])=[O:22])=[CH:27][CH:28]=1, predict the reactants needed to synthesize it. The reactants are: [OH:1][CH2:2][CH2:3][N:4]1[CH:8]=[C:7]([CH2:9][NH:10][C:11](=[O:21])[CH2:12][N:13]2[CH:17]=[CH:16][N:15]=[C:14]2[N+:18]([O-:20])=[O:19])[N:6]=[N:5]1.[O:22](S(C1C=CC(C)=CC=1)(=O)=O)[S:23]([C:26]1[CH:32]=[CH:31][C:29]([CH3:30])=[CH:28][CH:27]=1)(=O)=[O:24]. (9) Given the product [CH3:1][C:2]1[CH:6]=[C:5]([NH:7][C:15]2[CH:23]=[CH:22][C:21]([C:24]([F:25])([F:27])[F:26])=[CH:20][C:16]=2[C:17]([OH:19])=[O:18])[N:4]([C:8]2[CH:13]=[CH:12][CH:11]=[CH:10][N:9]=2)[N:3]=1, predict the reactants needed to synthesize it. The reactants are: [CH3:1][C:2]1[CH:6]=[C:5]([NH2:7])[N:4]([C:8]2[CH:13]=[CH:12][CH:11]=[CH:10][N:9]=2)[N:3]=1.Cl[C:15]1[CH:23]=[CH:22][C:21]([C:24]([F:27])([F:26])[F:25])=[CH:20][C:16]=1[C:17]([OH:19])=[O:18].C(=O)([O-])[O-].[K+].[K+].O.